From a dataset of Reaction yield outcomes from USPTO patents with 853,638 reactions. Predict the reaction yield, written as a fraction of the theoretical maximum amount of product (1.0 means a 100% yield; for example, 0.34 means a 34% yield). (1) The reactants are [C:1]([N:8]([CH3:14])[C@H:9]([C:11](O)=[O:12])[CH3:10])([O:3][C:4]([CH3:7])([CH3:6])[CH3:5])=[O:2].B.C1COCC1.O.C([O-])([O-])=O.[Na+].[Na+]. The catalyst is C1COCC1. The product is [C:4]([O:3][C:1](=[O:2])[N:8]([C@@H:9]([CH3:10])[CH2:11][OH:12])[CH3:14])([CH3:7])([CH3:5])[CH3:6]. The yield is 0.980. (2) The reactants are [CH3:1][S:2][C:3]1[CH:10]=[CH:9][C:6]([CH2:7]Br)=[CH:5][CH:4]=1.[H-].[Na+].[F:13][C:14]([F:23])([F:22])[CH2:15][CH2:16][CH:17]([C:20]#[N:21])[C:18]#[N:19]. The catalyst is CN(C)C=O. The product is [CH3:1][S:2][C:3]1[CH:10]=[CH:9][C:6]([CH2:7][C:17]([CH2:16][CH2:15][C:14]([F:13])([F:22])[F:23])([C:18]#[N:19])[C:20]#[N:21])=[CH:5][CH:4]=1. The yield is 0.500. (3) The reactants are [CH:1]1([C:8](Cl)=[O:9])[CH2:7][CH2:6][CH2:5][CH2:4][CH2:3][CH2:2]1.[CH2:11]([O:13][C:14]#[CH:15])[CH3:12].C(N(CC)CC)C. The catalyst is C(OCC)C. The product is [CH2:11]([O:13][CH:14]1[C:1]2([CH2:7][CH2:6][CH2:5][CH2:4][CH2:3][CH2:2]2)[C:8](=[O:9])[CH2:15]1)[CH3:12]. The yield is 0.870. (4) The reactants are [Br:1][C:2]1[CH:3]=[CH:4][C:5]2[O:11][CH2:10][CH2:9][N:8]([C:12](Cl)=[O:13])[CH2:7][C:6]=2[CH:15]=1.[F:16][C:17]([F:32])([F:31])[C:18]1[CH:19]=[C:20]([C:24]2([OH:30])[CH2:29][CH2:28][NH:27][CH2:26][CH2:25]2)[CH:21]=[CH:22][CH:23]=1.C(N(C(C)C)CC)(C)C. The catalyst is ClCCl.C(OCC)(=O)C. The product is [Br:1][C:2]1[CH:3]=[CH:4][C:5]2[O:11][CH2:10][CH2:9][N:8]([C:12]([N:27]3[CH2:26][CH2:25][C:24]([C:20]4[CH:21]=[CH:22][CH:23]=[C:18]([C:17]([F:16])([F:31])[F:32])[CH:19]=4)([OH:30])[CH2:29][CH2:28]3)=[O:13])[CH2:7][C:6]=2[CH:15]=1. The yield is 1.00. (5) The reactants are C([N:8]1[CH:12]=[C:11]([C:13]2[N:21](COCC[Si](C)(C)C)[C:20]3[C:19](=[O:30])[N:18]([CH2:31][CH2:32][CH3:33])[C:17](Cl)=[N:16][C:15]=3[N:14]=2)[CH:10]=[N:9]1)C1C=CC=CC=1.C1CCCCC=1. The catalyst is C(O)C. The product is [CH2:31]([N:18]1[C:19](=[O:30])[C:20]2[NH:21][C:13]([C:11]3[CH:12]=[N:8][NH:9][CH:10]=3)=[N:14][C:15]=2[N:16]=[CH:17]1)[CH2:32][CH3:33]. The yield is 0.240. (6) The yield is 0.770. The catalyst is C(#N)C. The product is [CH3:14][C:13]([CH3:16])([CH3:15])[C@@H:9]([NH:8][C:6](=[O:7])[O:5][C:1]([CH3:4])([CH3:3])[CH3:2])[C:10]([NH:22][CH3:21])=[O:11]. The reactants are [C:1]([O:5][C:6]([NH:8][C@H:9]([C:13]([CH3:16])([CH3:15])[CH3:14])[C:10](O)=[O:11])=[O:7])([CH3:4])([CH3:3])[CH3:2].Cl.CN.C[CH2:21][N:22](C(C)C)C(C)C.CN(C(ON1N=NC2C=CC=CC1=2)=[N+](C)C)C.[B-](F)(F)(F)F.